This data is from CYP1A2 inhibition data for predicting drug metabolism from PubChem BioAssay. The task is: Regression/Classification. Given a drug SMILES string, predict its absorption, distribution, metabolism, or excretion properties. Task type varies by dataset: regression for continuous measurements (e.g., permeability, clearance, half-life) or binary classification for categorical outcomes (e.g., BBB penetration, CYP inhibition). Dataset: cyp1a2_veith. (1) The molecule is COC(=O)N1CCC2(CC1)CN(C(=O)Nc1cccc(F)c1)C2. The result is 0 (non-inhibitor). (2) The drug is C[C@@H]1NCC[C@H](CC(=O)O)[C@H]1CC(=O)O. The result is 0 (non-inhibitor). (3) The molecule is COc1cc(O)c(C(=O)/C=C\c2ccc3c(c2)OCO3)c(OC)c1. The result is 0 (non-inhibitor). (4) The drug is CO[C@@H]1COC(=O)C/C=C\[C@@H](C)[C@@H]2C=C[C@H](O)[C@@H](COC(=O)[C@H](C)NC(=O)C/C=C\[C@H]1C)O2. The result is 0 (non-inhibitor).